This data is from Full USPTO retrosynthesis dataset with 1.9M reactions from patents (1976-2016). The task is: Predict the reactants needed to synthesize the given product. (1) Given the product [NH2:12][C:13]1[N:14]=[C:15]([C:31]2[CH:36]=[CH:35][CH:34]=[CH:33][CH:32]=2)[C:16]([C:23]2[CH:24]=[CH:25][C:26](=[O:30])[N:27]([CH3:29])[N:28]=2)=[N:17][C:18]=1[OH:11], predict the reactants needed to synthesize it. The reactants are: [H-].[Na+].C1(CC[OH:11])C=CC=CC=1.[NH2:12][C:13]1[N:14]=[C:15]([C:31]2[CH:36]=[CH:35][CH:34]=[CH:33][CH:32]=2)[C:16]([C:23]2[CH:24]=[CH:25][C:26](=[O:30])[N:27]([CH3:29])[N:28]=2)=[N:17][C:18]=1S(C)(=O)=O.Cl. (2) Given the product [F:16][C:15]([F:18])([F:17])[C:69]([OH:70])=[O:34].[Cl:1][C:2]1[CH:3]=[C:4]([NH:19][C:20]2[C:30]3[CH:29]=[C:28]([C:31]([NH:57][CH:58]([C:59]#[N:60])[C:61]4[CH:66]=[CH:65][CH:64]=[CH:63][CH:62]=4)=[O:33])[CH2:27][CH2:26][NH:25][C:24]=3[N:23]=[CH:22][N:21]=2)[CH:5]=[CH:6][C:7]=1[O:8][C:9]1[CH:14]=[CH:13][CH:12]=[C:11]([C:15]([F:16])([F:17])[F:18])[CH:10]=1, predict the reactants needed to synthesize it. The reactants are: [Cl:1][C:2]1[CH:3]=[C:4]([NH:19][C:20]2[C:30]3[CH:29]=[C:28]([C:31]([OH:33])=O)[CH2:27][CH2:26][NH:25][C:24]=3[N:23]=[CH:22][N:21]=2)[CH:5]=[CH:6][C:7]=1[O:8][C:9]1[CH:14]=[CH:13][CH:12]=[C:11]([C:15]([F:18])([F:17])[F:16])[CH:10]=1.[OH:34]N1C2C=CC=CC=2N=N1.Cl.C(N=C=NCCCN(C)C)C.Cl.[NH2:57][CH:58]([C:61]1[CH:66]=[CH:65][CH:64]=[CH:63][CH:62]=1)[C:59]#[N:60].CN(C)[CH:69]=[O:70].